Dataset: Full USPTO retrosynthesis dataset with 1.9M reactions from patents (1976-2016). Task: Predict the reactants needed to synthesize the given product. (1) Given the product [CH2:29]([O:28][C:26](=[O:27])[CH2:25][O:17][C:14]1[CH:13]=[CH:12][C:11]([CH2:10][C@H:4]([O:3][CH2:1][CH3:2])[C:5]([O:7][CH2:8][CH3:9])=[O:6])=[CH:16][CH:15]=1)[C:30]1[CH:35]=[CH:34][CH:33]=[CH:32][CH:31]=1, predict the reactants needed to synthesize it. The reactants are: [CH2:1]([O:3][C@@H:4]([CH2:10][C:11]1[CH:16]=[CH:15][C:14]([OH:17])=[CH:13][CH:12]=1)[C:5]([O:7][CH2:8][CH3:9])=[O:6])[CH3:2].C(=O)([O-])[O-].[K+].[K+].Br[CH2:25][C:26]([O:28][CH2:29][C:30]1[CH:35]=[CH:34][CH:33]=[CH:32][CH:31]=1)=[O:27]. (2) The reactants are: I[C:2]1[CH:7]=[CH:6][C:5]([O:8][C:9]([F:12])([F:11])[F:10])=[CH:4][CH:3]=1.C([Mg]Cl)(C)C.[Cl-].[Li+].[F:20][C:21]1[C:22](/[CH:27]=[N:28]/[S@:29]([C:31]([CH3:34])([CH3:33])[CH3:32])=[O:30])=[N:23][CH:24]=[CH:25][CH:26]=1. Given the product [F:20][C:21]1[C:22]([C@H:27]([C:2]2[CH:7]=[CH:6][C:5]([O:8][C:9]([F:12])([F:11])[F:10])=[CH:4][CH:3]=2)[NH:28][S@:29]([C:31]([CH3:34])([CH3:33])[CH3:32])=[O:30])=[N:23][CH:24]=[CH:25][CH:26]=1, predict the reactants needed to synthesize it. (3) Given the product [C:15]([N+:19]([O-:20])=[CH:8][C:7]1[CH:10]=[CH:11][CH:12]=[CH:13][C:6]=1[N:1]1[CH:5]=[CH:4][N:3]=[CH:2]1)([CH3:18])([CH3:17])[CH3:16], predict the reactants needed to synthesize it. The reactants are: [N:1]1([C:6]2[CH:13]=[CH:12][CH:11]=[CH:10][C:7]=2[CH:8]=O)[CH:5]=[CH:4][N:3]=[CH:2]1.Cl.[C:15]([NH:19][OH:20])([CH3:18])([CH3:17])[CH3:16]. (4) Given the product [F:37][C:26]1[CH:27]=[N:28][C:29]2[C:34]([C:25]=1[CH2:24][CH:23]([C:18]13[CH2:21][CH2:22][C:15]([NH:14][CH2:12][C:10]4[N:9]=[CH:8][C:5]5[O:6][CH2:7][C:2](=[O:1])[NH:3][C:4]=5[CH:11]=4)([CH2:20][CH2:19]1)[CH2:16][O:17]3)[OH:38])=[N:33][C:32]([O:35][CH3:36])=[CH:31][CH:30]=2, predict the reactants needed to synthesize it. The reactants are: [O:1]=[C:2]1[CH2:7][O:6][C:5]2[CH:8]=[N:9][C:10]([CH:12]=O)=[CH:11][C:4]=2[NH:3]1.[NH2:14][C:15]12[CH2:22][CH2:21][C:18]([CH:23]([OH:38])[CH2:24][C:25]3[C:34]4[C:29](=[CH:30][CH:31]=[C:32]([O:35][CH3:36])[N:33]=4)[N:28]=[CH:27][C:26]=3[F:37])([CH2:19][CH2:20]1)[O:17][CH2:16]2.C(O)(=O)C.C(O[BH-](OC(=O)C)OC(=O)C)(=O)C.[Na+]. (5) Given the product [CH:18]1([NH:17][C:15](=[O:16])[C:14]2[CH:21]=[CH:22][C:23]([CH3:24])=[C:12]([C:8]3[CH:7]=[C:6]4[C:11](=[CH:10][CH:9]=3)[C:2]([N:31]3[CH2:32][CH2:33][C:28]5[C:27]([OH:34])=[N:26][NH:25][C:29]=5[CH2:30]3)=[N:3][N:4]=[CH:5]4)[CH:13]=2)[CH2:20][CH2:19]1, predict the reactants needed to synthesize it. The reactants are: Cl[C:2]1[C:11]2[C:6](=[CH:7][C:8]([C:12]3[CH:13]=[C:14]([CH:21]=[CH:22][C:23]=3[CH3:24])[C:15]([NH:17][CH:18]3[CH2:20][CH2:19]3)=[O:16])=[CH:9][CH:10]=2)[CH:5]=[N:4][N:3]=1.[NH:25]1[C:29]2[CH2:30][NH:31][CH2:32][CH2:33][C:28]=2[C:27]([OH:34])=[N:26]1.C(N(CC)C(C)C)(C)C. (6) Given the product [NH2:8][CH2:9][C:10]#[C:11][C:12]1[CH:20]=[C:19]2[C:15]([C:16]([C:34]3[CH:43]=[CH:42][C:37]([C:38]([O:40][CH3:41])=[O:39])=[CH:36][C:35]=3[F:44])=[N:17][N:18]2[C:21](=[O:33])[C:22]2[C:27]([C:28]([F:30])([F:31])[F:29])=[CH:26][CH:25]=[CH:24][C:23]=2[Cl:32])=[CH:14][CH:13]=1, predict the reactants needed to synthesize it. The reactants are: C(OC([NH:8][CH2:9][C:10]#[C:11][C:12]1[CH:20]=[C:19]2[C:15]([C:16]([C:34]3[CH:43]=[CH:42][C:37]([C:38]([O:40][CH3:41])=[O:39])=[CH:36][C:35]=3[F:44])=[N:17][N:18]2[C:21](=[O:33])[C:22]2[C:27]([C:28]([F:31])([F:30])[F:29])=[CH:26][CH:25]=[CH:24][C:23]=2[Cl:32])=[CH:14][CH:13]=1)=O)(C)(C)C.C(O)(C(F)(F)F)=O. (7) Given the product [Cl:22][C:23]1[CH:24]=[C:25]([CH:27]=[CH:28][C:29]=1[F:30])[NH:26][C:2]1[C:11]2[C:6](=[CH:7][C:8]3[CH:15]=[C:14]([O:16][CH3:17])[C:13]([O:18][CH3:19])=[CH:12][C:9]=3[CH:10]=2)[N:5]=[CH:4][C:3]=1[C:20]#[N:21], predict the reactants needed to synthesize it. The reactants are: Cl[C:2]1[C:11]2[C:6](=[CH:7][C:8]3[CH:15]=[C:14]([O:16][CH3:17])[C:13]([O:18][CH3:19])=[CH:12][C:9]=3[CH:10]=2)[N:5]=[CH:4][C:3]=1[C:20]#[N:21].[Cl:22][C:23]1[CH:24]=[C:25]([CH:27]=[CH:28][C:29]=1[F:30])[NH2:26].Cl.N1C=CC=CC=1. (8) The reactants are: Br[C:2]1[CH:9]=[CH:8][CH:7]=[C:6]([Br:10])[C:3]=1[CH:4]=[O:5].[CH:11]1([C:14]2[CH:15]=[CH:16][C:17]3[C:23](=[O:24])[NH:22][CH2:21][CH2:20][NH:19][C:18]=3[CH:25]=2)[CH2:13][CH2:12]1.C(=O)([O-])[O-].[Cs+].[Cs+]. Given the product [Br:10][C:6]1[CH:7]=[CH:8][CH:9]=[C:2]([N:22]2[C:23](=[O:24])[C:17]3[CH:16]=[CH:15][C:14]([CH:11]4[CH2:13][CH2:12]4)=[CH:25][C:18]=3[NH:19][CH2:20][CH2:21]2)[C:3]=1[CH:4]=[O:5], predict the reactants needed to synthesize it. (9) The reactants are: [CH3:1][C:2]1[CH:9]=[C:8]([CH3:10])[CH:7]=[CH:6][C:3]=1[C:4]#[N:5].[Cl:11][C:12]1[CH:17]=[CH:16][C:15]([Mg]Br)=[CH:14][CH:13]=1. Given the product [Cl:11][C:12]1[CH:17]=[CH:16][C:15]([CH:4]([C:3]2[CH:6]=[CH:7][C:8]([CH3:10])=[CH:9][C:2]=2[CH3:1])[NH2:5])=[CH:14][CH:13]=1, predict the reactants needed to synthesize it.